From a dataset of Peptide-MHC class I binding affinity with 185,985 pairs from IEDB/IMGT. Regression. Given a peptide amino acid sequence and an MHC pseudo amino acid sequence, predict their binding affinity value. This is MHC class I binding data. (1) The peptide sequence is KKKYMLKHVVW. The MHC is Mamu-B17 with pseudo-sequence Mamu-B17. The binding affinity (normalized) is 0.183. (2) The peptide sequence is CFMYSDFHFI. The MHC is HLA-A29:02 with pseudo-sequence HLA-A29:02. The binding affinity (normalized) is 0.340. (3) The peptide sequence is TILGIGTVL. The MHC is Patr-A0101 with pseudo-sequence Patr-A0101. The binding affinity (normalized) is 0. (4) The peptide sequence is LMLHQQYNQ. The MHC is HLA-A02:01 with pseudo-sequence HLA-A02:01. The binding affinity (normalized) is 0.515. (5) The peptide sequence is SFFGPIGKL. The MHC is HLA-A02:06 with pseudo-sequence HLA-A02:06. The binding affinity (normalized) is 0. (6) The peptide sequence is ERSDKSYEH. The MHC is HLA-B08:01 with pseudo-sequence HLA-B08:01. The binding affinity (normalized) is 0.0847.